This data is from NCI-60 drug combinations with 297,098 pairs across 59 cell lines. The task is: Regression. Given two drug SMILES strings and cell line genomic features, predict the synergy score measuring deviation from expected non-interaction effect. (1) Drug 1: COC1=C(C=C2C(=C1)N=CN=C2NC3=CC(=C(C=C3)F)Cl)OCCCN4CCOCC4. Drug 2: B(C(CC(C)C)NC(=O)C(CC1=CC=CC=C1)NC(=O)C2=NC=CN=C2)(O)O. Cell line: HCC-2998. Synergy scores: CSS=-1.68, Synergy_ZIP=-2.24, Synergy_Bliss=-7.93, Synergy_Loewe=-8.40, Synergy_HSA=-8.76. (2) Drug 1: CCC1=CC2CC(C3=C(CN(C2)C1)C4=CC=CC=C4N3)(C5=C(C=C6C(=C5)C78CCN9C7C(C=CC9)(C(C(C8N6C)(C(=O)OC)O)OC(=O)C)CC)OC)C(=O)OC.C(C(C(=O)O)O)(C(=O)O)O. Drug 2: COC1=C2C(=CC3=C1OC=C3)C=CC(=O)O2. Cell line: HS 578T. Synergy scores: CSS=44.9, Synergy_ZIP=0.871, Synergy_Bliss=0.426, Synergy_Loewe=-29.6, Synergy_HSA=0.0570. (3) Drug 1: CC1=C2C(C(=O)C3(C(CC4C(C3C(C(C2(C)C)(CC1OC(=O)C(C(C5=CC=CC=C5)NC(=O)C6=CC=CC=C6)O)O)OC(=O)C7=CC=CC=C7)(CO4)OC(=O)C)O)C)OC(=O)C. Drug 2: C1C(C(OC1N2C=NC3=C2NC=NCC3O)CO)O. Cell line: CAKI-1. Synergy scores: CSS=14.2, Synergy_ZIP=-2.00, Synergy_Bliss=5.17, Synergy_Loewe=-5.01, Synergy_HSA=2.66. (4) Synergy scores: CSS=39.3, Synergy_ZIP=1.46, Synergy_Bliss=2.75, Synergy_Loewe=-38.8, Synergy_HSA=2.73. Drug 1: CS(=O)(=O)C1=CC(=C(C=C1)C(=O)NC2=CC(=C(C=C2)Cl)C3=CC=CC=N3)Cl. Drug 2: C1=CN(C(=O)N=C1N)C2C(C(C(O2)CO)O)O.Cl. Cell line: MALME-3M. (5) Drug 1: CNC(=O)C1=CC=CC=C1SC2=CC3=C(C=C2)C(=NN3)C=CC4=CC=CC=N4. Drug 2: CC1=C(C=C(C=C1)NC2=NC=CC(=N2)N(C)C3=CC4=NN(C(=C4C=C3)C)C)S(=O)(=O)N.Cl. Cell line: NCIH23. Synergy scores: CSS=2.73, Synergy_ZIP=0.670, Synergy_Bliss=3.11, Synergy_Loewe=1.35, Synergy_HSA=1.65. (6) Drug 1: CC1=CC2C(CCC3(C2CCC3(C(=O)C)OC(=O)C)C)C4(C1=CC(=O)CC4)C. Drug 2: C1CNP(=O)(OC1)N(CCCl)CCCl. Cell line: SW-620. Synergy scores: CSS=-0.734, Synergy_ZIP=0.0774, Synergy_Bliss=-1.51, Synergy_Loewe=-4.18, Synergy_HSA=-4.19. (7) Drug 1: CC1C(C(CC(O1)OC2CC(CC3=C2C(=C4C(=C3O)C(=O)C5=C(C4=O)C(=CC=C5)OC)O)(C(=O)C)O)N)O.Cl. Drug 2: C1=NC2=C(N1)C(=S)N=CN2. Cell line: T-47D. Synergy scores: CSS=5.28, Synergy_ZIP=-6.14, Synergy_Bliss=-2.72, Synergy_Loewe=-12.2, Synergy_HSA=-2.54.